From a dataset of Forward reaction prediction with 1.9M reactions from USPTO patents (1976-2016). Predict the product of the given reaction. Given the reactants [Cl:1][C:2]1[CH:3]=[CH:4][C:5]([S:9]([CH2:12][CH3:13])(=[O:11])=[O:10])=[C:6]([CH:8]=1)[NH2:7].C(SC1C=CC(F)=CC=1[NH:24]N)C, predict the reaction product. The product is: [Cl:1][C:2]1[CH:3]=[CH:4][C:5]([S:9]([CH2:12][CH3:13])(=[O:11])=[O:10])=[C:6]([NH:7][NH2:24])[CH:8]=1.